From a dataset of Full USPTO retrosynthesis dataset with 1.9M reactions from patents (1976-2016). Predict the reactants needed to synthesize the given product. Given the product [F:1][C:2]1[CH:21]=[C:20]([F:22])[CH:19]=[CH:18][C:3]=1[O:4][CH:5]1[CH2:6][CH2:7][NH:8][CH2:9][CH2:10]1, predict the reactants needed to synthesize it. The reactants are: [F:1][C:2]1[CH:21]=[C:20]([F:22])[CH:19]=[CH:18][C:3]=1[O:4][CH:5]1[CH2:10][CH2:9][N:8](C(OC(C)(C)C)=O)[CH2:7][CH2:6]1.